Dataset: Reaction yield outcomes from USPTO patents with 853,638 reactions. Task: Predict the reaction yield, written as a fraction of the theoretical maximum amount of product (1.0 means a 100% yield; for example, 0.34 means a 34% yield). (1) The reactants are [CH2:1]([O:8][C:9]([NH:11][C@@H:12]([CH2:15][CH2:16][OH:17])[CH2:13][OH:14])=[O:10])[C:2]1[CH:7]=[CH:6][CH:5]=[CH:4][CH:3]=1.CO[C:20]([CH3:22])=[CH2:21]. The catalyst is COC(OC)(C)C.O.C1(C)C=CC(S(O)(=O)=O)=CC=1. The product is [CH2:1]([O:8][C:9]([N:11]1[C@@H:12]([CH2:15][CH2:16][OH:17])[CH2:13][O:14][C:20]1([CH3:22])[CH3:21])=[O:10])[C:2]1[CH:3]=[CH:4][CH:5]=[CH:6][CH:7]=1. The yield is 0.960. (2) The reactants are [OH:1][C:2]1[CH:3]=[C:4]([C@H:8]2[CH2:10][C@@H:9]2[C:11]([NH:13][C@@H:14]([C:16]2[CH:21]=[CH:20][C:19]([O:22][CH2:23][C:24]([F:27])([F:26])[F:25])=[CH:18][N:17]=2)[CH3:15])=[O:12])[CH:5]=[CH:6][CH:7]=1.Cl[CH2:29][C:30]1([CH3:34])[CH2:33][O:32][CH2:31]1.C(=O)([O-])[O-].[K+].[K+].O. The catalyst is CN(C=O)C. The product is [CH3:29][C:30]1([CH2:34][O:1][C:2]2[CH:3]=[C:4]([C@H:8]3[CH2:10][C@@H:9]3[C:11]([NH:13][C@@H:14]([C:16]3[CH:21]=[CH:20][C:19]([O:22][CH2:23][C:24]([F:27])([F:25])[F:26])=[CH:18][N:17]=3)[CH3:15])=[O:12])[CH:5]=[CH:6][CH:7]=2)[CH2:33][O:32][CH2:31]1. The yield is 0.490.